From a dataset of Reaction yield outcomes from USPTO patents with 853,638 reactions. Predict the reaction yield, written as a fraction of the theoretical maximum amount of product (1.0 means a 100% yield; for example, 0.34 means a 34% yield). (1) The reactants are [CH3:1][O:2][C:3]1[CH:17]=[C:16]([CH:18]([CH3:38])[C:19](=[O:37])[NH:20][CH2:21][C:22]2[C:23]([N:32]3[CH2:36][CH2:35][CH2:34][CH2:33]3)=[N:24][C:25]([C:28]([F:31])([F:30])[F:29])=[CH:26][CH:27]=2)[CH:15]=[CH:14][C:4]=1[CH2:5][NH:6]C(=O)OC(C)(C)C.FC(F)(F)C(O)=O.C([O-])(O)=O.[Na+]. The catalyst is ClCCl. The product is [NH2:6][CH2:5][C:4]1[CH:14]=[CH:15][C:16]([CH:18]([CH3:38])[C:19]([NH:20][CH2:21][C:22]2[C:23]([N:32]3[CH2:36][CH2:35][CH2:34][CH2:33]3)=[N:24][C:25]([C:28]([F:29])([F:30])[F:31])=[CH:26][CH:27]=2)=[O:37])=[CH:17][C:3]=1[O:2][CH3:1]. The yield is 0.510. (2) The reactants are N12CCCN=C1CCCCC2.Cl.[NH2:13][CH2:14][C:15]1[CH:23]=[CH:22][CH:21]=[C:20]2[C:16]=1[C:17](=[O:33])[N:18]([CH:25]1[CH2:30][CH2:29][C:28](=[O:31])[NH:27][C:26]1=[O:32])[C:19]2=[O:24].[C:34]1([CH2:40][C:41](Cl)=[O:42])[CH:39]=[CH:38][CH:37]=[CH:36][CH:35]=1. The catalyst is CC#N. The product is [O:32]=[C:26]1[CH:25]([N:18]2[C:17](=[O:33])[C:16]3[C:20](=[CH:21][CH:22]=[CH:23][C:15]=3[CH2:14][NH:13][C:41](=[O:42])[CH2:40][C:34]3[CH:39]=[CH:38][CH:37]=[CH:36][CH:35]=3)[C:19]2=[O:24])[CH2:30][CH2:29][C:28](=[O:31])[NH:27]1. The yield is 0.550. (3) The reactants are [CH3:1][O:2][C:3]1[CH:4]=[C:5]2[C:10](=[CH:11][C:12]=1[O:13][CH3:14])[N:9]=[CH:8][CH:7]=[C:6]2[O:15][C:16]1[CH:22]=[CH:21][C:19]([NH2:20])=[CH:18][CH:17]=1.Cl[C:24](Cl)([O:26]C(=O)OC(Cl)(Cl)Cl)Cl.[CH3:35][CH2:36][CH:37]([OH:41])[CH2:38][CH2:39][CH3:40].C(=O)(O)[O-].[Na+]. The catalyst is C(Cl)Cl.C(N(CC)CC)C.C1(C)C=CC=CC=1. The product is [CH3:1][O:2][C:3]1[CH:4]=[C:5]2[C:10](=[CH:11][C:12]=1[O:13][CH3:14])[N:9]=[CH:8][CH:7]=[C:6]2[O:15][C:16]1[CH:22]=[CH:21][C:19]([NH:20][C:24](=[O:26])[O:41][CH:37]([CH2:36][CH3:35])[CH2:38][CH2:39][CH3:40])=[CH:18][CH:17]=1. The yield is 0.830. (4) The reactants are Cl[C:2]1[N:3]([C@H:24]2[CH2:28][CH2:27][N:26]([S:29]([CH3:32])(=[O:31])=[O:30])[CH2:25]2)[C:4]2[C:9]([N:10]=1)=[C:8]([N:11]1[CH2:16][CH2:15][O:14][CH2:13][CH2:12]1)[N:7]=[C:6]([C:17]1[CH:18]=[N:19][C:20]([NH2:23])=[N:21][CH:22]=1)[N:5]=2.[CH3:33][C@H:34]1[CH2:39][NH:38][CH2:37][C@@H:36]([CH3:40])[NH:35]1. The catalyst is CS(C)=O. The product is [CH3:33][C@H:34]1[NH:35][C@@H:36]([CH3:40])[CH2:37][N:38]([C:2]2[N:3]([C@H:24]3[CH2:28][CH2:27][N:26]([S:29]([CH3:32])(=[O:30])=[O:31])[CH2:25]3)[C:4]3[C:9]([N:10]=2)=[C:8]([N:11]2[CH2:16][CH2:15][O:14][CH2:13][CH2:12]2)[N:7]=[C:6]([C:17]2[CH:22]=[N:21][C:20]([NH2:23])=[N:19][CH:18]=2)[N:5]=3)[CH2:39]1. The yield is 0.820. (5) The catalyst is C(#N)CC.O. The yield is 0.270. The product is [CH2:1]([N:8]1[CH2:13][C:12](=[O:14])[NH:11][C:10]2[CH:15]=[C:16]([CH2:19][N:49]3[CH2:50][CH2:51][C:46]([C:43]4[CH:42]=[CH:41][C:40]([Cl:39])=[CH:45][CH:44]=4)=[CH:47][CH2:48]3)[CH:17]=[N:18][C:9]1=2)[C:2]1[CH:7]=[CH:6][CH:5]=[CH:4][CH:3]=1. The reactants are [CH2:1]([N:8]1[CH2:13][C:12](=[O:14])[NH:11][C:10]2[CH:15]=[C:16]([CH2:19]O)[CH:17]=[N:18][C:9]1=2)[C:2]1[CH:7]=[CH:6][CH:5]=[CH:4][CH:3]=1.[I-].C(C[P+](C)(C)C)#N.C(N(C(C)C)C(C)C)C.Cl.[Cl:39][C:40]1[CH:45]=[CH:44][C:43]([C:46]2[CH2:47][CH2:48][NH:49][CH2:50][CH:51]=2)=[CH:42][CH:41]=1. (6) The reactants are [Cl:1][C:2]1[CH:9]=[CH:8][C:5]([CH:6]=O)=[CH:4][C:3]=1[O:10][CH2:11][C:12]1[CH:17]=[CH:16][CH:15]=[CH:14][CH:13]=1.C([O-])(=O)C.[NH4+].[N+:23]([CH3:26])([O-:25])=[O:24]. The catalyst is C(O)(=O)C. The product is [N+:23]([CH:26]=[CH:6][C:5]1[CH:8]=[CH:9][C:2]([Cl:1])=[C:3]([O:10][CH2:11][C:12]2[CH:17]=[CH:16][CH:15]=[CH:14][CH:13]=2)[CH:4]=1)([O-:25])=[O:24]. The yield is 0.720. (7) The reactants are [F:1][C:2]([F:18])([F:17])[C:3]1[CH:8]=[CH:7][C:6]([C:9]2[CH:14]=[CH:13][CH:12]=[C:11]([CH2:15][NH2:16])[CH:10]=2)=[CH:5][CH:4]=1.[CH:19]([N:22]([CH2:32][C:33](O)=[O:34])[S:23]([C:26]1[CH:30]=[CH:29][N:28]([CH3:31])[N:27]=1)(=[O:25])=[O:24])([CH3:21])[CH3:20].CN(C(ON1N=NC2C=CC=NC1=2)=[N+](C)C)C.F[P-](F)(F)(F)(F)F.CCN(C(C)C)C(C)C.OS([O-])(=O)=O.[K+]. The catalyst is C(Cl)Cl. The product is [CH:19]([N:22]([CH2:32][C:33]([NH:16][CH2:15][C:11]1[CH:10]=[C:9]([C:6]2[CH:5]=[CH:4][C:3]([C:2]([F:17])([F:18])[F:1])=[CH:8][CH:7]=2)[CH:14]=[CH:13][CH:12]=1)=[O:34])[S:23]([C:26]1[CH:30]=[CH:29][N:28]([CH3:31])[N:27]=1)(=[O:24])=[O:25])([CH3:21])[CH3:20]. The yield is 0.460.